Dataset: Retrosynthesis with 50K atom-mapped reactions and 10 reaction types from USPTO. Task: Predict the reactants needed to synthesize the given product. (1) Given the product O=C(O)c1ccc(NC(=O)[C@@H]2c3ccccc3CCN2C(=O)C#Cc2cc(Cl)ccc2-n2cnnn2)cc1, predict the reactants needed to synthesize it. The reactants are: CC(C)(C)OC(=O)c1ccc(NC(=O)[C@@H]2c3ccccc3CCN2C(=O)C#Cc2cc(Cl)ccc2-n2cnnn2)cc1. (2) Given the product Brc1ccc2c(c1)SCCC2, predict the reactants needed to synthesize it. The reactants are: O=C1CCSc2cc(Br)ccc21. (3) Given the product CC(=O)CSc1nc2ccccc2[nH]1, predict the reactants needed to synthesize it. The reactants are: CCC(C)=O.Sc1nc2ccccc2[nH]1. (4) Given the product COC(=O)c1cccc(Cc2cccc(F)c2)c1, predict the reactants needed to synthesize it. The reactants are: COC(=O)c1cccc(CBr)c1.OB(O)c1cccc(F)c1. (5) The reactants are: CC(C)(C)OC(=O)N1CCC(c2cccc(-c3cc(C(F)(F)F)cc(C(F)(F)F)c3)n2)CC1. Given the product FC(F)(F)c1cc(-c2cccc(C3CCNCC3)n2)cc(C(F)(F)F)c1, predict the reactants needed to synthesize it.